From a dataset of Forward reaction prediction with 1.9M reactions from USPTO patents (1976-2016). Predict the product of the given reaction. (1) Given the reactants [C:1]([C@@H:3]1[CH2:7][C@@H:6](O)[CH2:5][N:4]1[C:9](=[O:33])[C@@H:10]([NH:15][C:16]([O:18][CH2:19][C:20]1[C:32]2[CH2:31][C:30]3[C:25](=[CH:26][CH:27]=[CH:28][CH:29]=3)[C:24]=2[CH:23]=[CH:22][CH:21]=1)=[O:17])[C@@H:11]([CH3:14])[CH2:12][CH3:13])#[N:2].C1(P(C2C=CC=CC=2)C2C=CC=CC=2)C=CC=CC=1.C(O)C.[Cl:56]CCl, predict the reaction product. The product is: [Cl:56][C@@H:6]1[CH2:5][N:4]([C:9](=[O:33])[C@@H:10]([NH:15][C:16]([O:18][CH2:19][C:20]2[C:32]3[CH2:31][C:30]4[C:25](=[CH:26][CH:27]=[CH:28][CH:29]=4)[C:24]=3[CH:23]=[CH:22][CH:21]=2)=[O:17])[C@@H:11]([CH3:14])[CH2:12][CH3:13])[C@H:3]([C:1]#[N:2])[CH2:7]1. (2) Given the reactants C(OC(N1CC[C@@H](C2C=CC=CC=2)[C@@H](C(O)=O)C1)=O)(C)(C)C.C(OC(N1CC[C@@H](C2C=CC=CC=2)[C@@H](C([N:44]2[CH2:49][CH2:48][N:47]([C:50]3[CH:55]=[C:54]([CH3:56])[CH:53]=[CH:52][C:51]=3[CH3:57])[CH2:46][CH2:45]2)=O)C1)=O)(C)(C)C, predict the reaction product. The product is: [CH3:57][C:51]1[CH:52]=[CH:53][C:54]([CH3:56])=[CH:55][C:50]=1[N:47]1[CH2:46][CH2:45][NH:44][CH2:49][CH2:48]1.